From a dataset of Forward reaction prediction with 1.9M reactions from USPTO patents (1976-2016). Predict the product of the given reaction. (1) Given the reactants [F:1][C:2]1[CH:9]=[C:8]([F:10])[CH:7]=[CH:6][C:3]=1[CH2:4][NH2:5].[CH:11]1([CH:17]=O)[CH2:16][CH2:15][CH2:14][CH2:13][CH2:12]1.C(O)(=O)C.C([BH3-])#N.[Na+], predict the reaction product. The product is: [CH:11]1([CH2:17][NH:5][CH2:4][C:3]2[CH:6]=[CH:7][C:8]([F:10])=[CH:9][C:2]=2[F:1])[CH2:16][CH2:15][CH2:14][CH2:13][CH2:12]1. (2) Given the reactants [F:1][C:2]1[CH:7]=[CH:6][CH:5]=[CH:4][C:3]=1[C:8]1([OH:19])[CH2:11][N:10]([C:12]([O:14][C:15]([CH3:18])([CH3:17])[CH3:16])=[O:13])[CH2:9]1.[H-].[Na+].I[CH2:23][CH2:24][CH2:25][CH3:26], predict the reaction product. The product is: [CH2:23]([O:19][C:8]1([C:3]2[CH:4]=[CH:5][CH:6]=[CH:7][C:2]=2[F:1])[CH2:9][N:10]([C:12]([O:14][C:15]([CH3:16])([CH3:18])[CH3:17])=[O:13])[CH2:11]1)[CH2:24][CH2:25][CH3:26]. (3) Given the reactants [C:1]([C:5]1[C:6]([Cl:34])=[C:7]([C:11]2[NH:33][C:14]3[C:15]([O:29][CH2:30][CH:31]=O)=[N:16][C:17]([C:19]4[CH:24]=[CH:23][CH:22]=[CH:21][C:20]=4[C:25]([F:28])([F:27])[F:26])=[CH:18][C:13]=3[N:12]=2)[N:8]([CH3:10])[N:9]=1)([CH3:4])([CH3:3])[CH3:2].[CH3:35][NH:36][CH3:37].C1COCC1.C([BH3-])#N.[Na+], predict the reaction product. The product is: [C:1]([C:5]1[C:6]([Cl:34])=[C:7]([C:11]2[NH:33][C:14]3[C:15]([O:29][CH2:30][CH2:31][N:36]([CH3:37])[CH3:35])=[N:16][C:17]([C:19]4[CH:24]=[CH:23][CH:22]=[CH:21][C:20]=4[C:25]([F:26])([F:27])[F:28])=[CH:18][C:13]=3[N:12]=2)[N:8]([CH3:10])[N:9]=1)([CH3:4])([CH3:2])[CH3:3]. (4) Given the reactants Cl[C:2]1[N:7]2[CH:8]=[CH:9][N:10]=[C:6]2[C:5]([O:11][CH2:12][C@@H:13]2[CH2:18][CH2:17][CH2:16][N:15]([CH3:19])[CH2:14]2)=[N:4][C:3]=1[C:20]1[CH:27]=[CH:26][C:23]([C:24]#[N:25])=[CH:22][CH:21]=1.P([O-])([O-])([O-])=O.[K+].[K+].[K+].CC1(C)C(C)(C)OB([C:44]2[CH:45]=[CH:46][C:47]([N:50]3[CH2:54][CH2:53][CH2:52][C:51]3=[O:55])=[N:48][CH:49]=2)O1, predict the reaction product. The product is: [CH3:19][N:15]1[CH2:16][CH2:17][CH2:18][C@@H:13]([CH2:12][O:11][C:5]2[C:6]3[N:7]([CH:8]=[CH:9][N:10]=3)[C:2]([C:44]3[CH:49]=[N:48][C:47]([N:50]4[CH2:54][CH2:53][CH2:52][C:51]4=[O:55])=[CH:46][CH:45]=3)=[C:3]([C:20]3[CH:27]=[CH:26][C:23]([C:24]#[N:25])=[CH:22][CH:21]=3)[N:4]=2)[CH2:14]1.